From a dataset of Full USPTO retrosynthesis dataset with 1.9M reactions from patents (1976-2016). Predict the reactants needed to synthesize the given product. (1) Given the product [NH:8]1[CH2:13][CH2:12][O:11][CH2:10][C@@H:9]1[CH2:14][O:15][C:16](=[O:45])[NH:17][C:18]1[C:19]([CH3:44])=[C:20]2[N:25]([CH:26]=1)[N:24]=[CH:23][N:22]=[C:21]2[NH:27][C:28]1[CH:33]=[CH:32][C:31]([O:34][CH2:35][C:36]2[CH:41]=[CH:40][CH:39]=[C:38]([F:42])[CH:37]=2)=[C:30]([Cl:43])[CH:29]=1, predict the reactants needed to synthesize it. The reactants are: C(OC([N:8]1[CH2:13][CH2:12][O:11][CH2:10][C@@H:9]1[CH2:14][O:15][C:16](=[O:45])[NH:17][C:18]1[C:19]([CH3:44])=[C:20]2[N:25]([CH:26]=1)[N:24]=[CH:23][N:22]=[C:21]2[NH:27][C:28]1[CH:33]=[CH:32][C:31]([O:34][CH2:35][C:36]2[CH:41]=[CH:40][CH:39]=[C:38]([F:42])[CH:37]=2)=[C:30]([Cl:43])[CH:29]=1)=O)(C)(C)C. (2) Given the product [OH:2][CH2:3][C:5]1[CH:10]=[CH:9][C:8]2[C:7](=[CH:14][CH:13]=[C:12]([CH2:15][OH:16])[CH:11]=2)[CH:6]=1, predict the reactants needed to synthesize it. The reactants are: C[O:2][C:3]([C:5]1[CH:10]=[CH:9][C:8]2[CH:11]=[C:12]([C:15](OC)=[O:16])[CH:13]=[CH:14][C:7]=2[CH:6]=1)=O.[H-].[Al+3].[Li+].[H-].[H-].[H-].CO.C(C(C(C([O-])=O)O)O)([O-])=O.[Na+].[K+]. (3) Given the product [NH2:1][C:2]1[C:3]2[N:4]([C:8]([C@@H:26]3[CH2:31][CH2:30][CH2:29][CH2:28][N:27]3[C:32](=[O:36])[C:33]#[C:34][CH3:35])=[N:9][C:10]=2[C:11]2[CH:25]=[CH:24][C:14]([C:15]([NH:17][C:18]3[N:19]=[N:20][CH:21]=[CH:22][CH:23]=3)=[O:16])=[CH:13][CH:12]=2)[CH:5]=[CH:6][N:7]=1, predict the reactants needed to synthesize it. The reactants are: [NH2:1][C:2]1[C:3]2[N:4]([C:8]([C@@H:26]3[CH2:31][CH2:30][CH2:29][CH2:28][NH:27]3)=[N:9][C:10]=2[C:11]2[CH:25]=[CH:24][C:14]([C:15]([NH:17][C:18]3[N:19]=[N:20][CH:21]=[CH:22][CH:23]=3)=[O:16])=[CH:13][CH:12]=2)[CH:5]=[CH:6][N:7]=1.[C:32](O)(=[O:36])[C:33]#[C:34][CH3:35]. (4) Given the product [F:6][C:7]1[CH:16]=[CH:15][C:10]([C:11](=[O:14])[CH2:12][S:2]([CH3:1])(=[O:4])=[O:3])=[CH:9][CH:8]=1, predict the reactants needed to synthesize it. The reactants are: [CH3:1][S:2]([O-:4])=[O:3].[Na+].[F:6][C:7]1[CH:16]=[CH:15][C:10]([C:11](=[O:14])[CH2:12]Cl)=[CH:9][CH:8]=1.C(O)C. (5) Given the product [Cl:2][C:3]1[CH:8]=[CH:7][C:6]([N:9]2[CH2:13][CH2:12][CH:11]([C:14]([N:56]3[CH2:57][CH2:58][N:53]([CH3:52])[CH2:54][CH2:55]3)=[O:15])[CH2:10]2)=[CH:5][C:4]=1[C:17]1[NH:21][C:20]2[CH:22]=[CH:23][C:24]([O:26][CH3:27])=[CH:25][C:19]=2[N:18]=1, predict the reactants needed to synthesize it. The reactants are: Cl.[Cl:2][C:3]1[CH:8]=[CH:7][C:6]([N:9]2[CH2:13][CH2:12][CH:11]([C:14](O)=[O:15])[CH2:10]2)=[CH:5][C:4]=1[C:17]1[NH:21][C:20]2[CH:22]=[CH:23][C:24]([O:26][CH3:27])=[CH:25][C:19]=2[N:18]=1.CN(C(ON1N=NC2C=CC=NC1=2)=[N+](C)C)C.F[P-](F)(F)(F)(F)F.[CH3:52][N:53]1[CH2:58][CH2:57][NH:56][CH2:55][CH2:54]1.C([O-])(O)=O.[Na+]. (6) Given the product [C:13]([OH:16])(=[O:15])[CH3:14].[CH3:13][C:9]1[NH:8][C:6]2=[N:7][C:2]([CH3:1])=[CH:3][C:4]([CH3:12])=[C:5]2[N:10]=1, predict the reactants needed to synthesize it. The reactants are: [CH3:1][C:2]1[N:7]=[C:6]2[NH:8][C:9](=O)[NH:10][C:5]2=[C:4]([CH3:12])[CH:3]=1.[C:13]([OH:16])(=[O:15])[CH3:14].[Mg+2].[Cl-].[Cl-]. (7) Given the product [CH2:1]=[CH:2][CH:3]=[CH2:4].[CH2:1]=[CH:2][C:3]1[CH:8]=[CH:7][CH:6]=[CH:5][CH:4]=1, predict the reactants needed to synthesize it. The reactants are: [CH2:1]=[CH:2][C:3]1[CH:8]=[CH:7][CH:6]=[CH:5][CH:4]=1.C([Li])CCC.C=CC=C.C([Zn]CC(C)C)C(C)C. (8) Given the product [C:35]([O:34][C:32]([NH:31][C@@H:4]([CH2:5][C:6]1[CH:7]=[CH:8][C:9]([O:12][C:13]2[CH:18]=[CH:17][C:16]([O:19][C:20]3[CH:21]=[CH:22][C:23]([C:26]4[S:27][CH:28]=[CH:29][N:30]=4)=[CH:24][CH:25]=3)=[CH:15][CH:14]=2)=[CH:10][CH:11]=1)[C:3]([OH:39])=[O:2])=[O:33])([CH3:38])([CH3:36])[CH3:37], predict the reactants needed to synthesize it. The reactants are: C[O:2][C:3](=[O:39])[C@@H:4]([NH:31][C:32]([O:34][C:35]([CH3:38])([CH3:37])[CH3:36])=[O:33])[CH2:5][C:6]1[CH:11]=[CH:10][C:9]([O:12][C:13]2[CH:18]=[CH:17][C:16]([O:19][C:20]3[CH:25]=[CH:24][C:23]([C:26]4[S:27][CH:28]=[CH:29][N:30]=4)=[CH:22][CH:21]=3)=[CH:15][CH:14]=2)=[CH:8][CH:7]=1.[OH-].[Na+]. (9) Given the product [C:38]([C:7]1[N:8]=[C:9]2[C:14](=[CH:15][CH:16]=1)[N:13]=[CH:12][C:11]([F:17])=[C:10]2[CH2:18][CH2:19][C:20]12[CH2:27][CH2:26][C:23]([NH:28][C:29](=[O:30])[O:31][C:32]([CH3:34])([CH3:35])[CH3:33])([CH2:24][CH2:25]1)[CH2:22][O:21]2)#[N:39], predict the reactants needed to synthesize it. The reactants are: FC(F)(F)S(O[C:7]1[CH:16]=[CH:15][C:14]2[C:9](=[C:10]([CH2:18][CH2:19][C:20]34[CH2:27][CH2:26][C:23]([NH:28][C:29]([O:31][C:32]([CH3:35])([CH3:34])[CH3:33])=[O:30])([CH2:24][CH2:25]3)[CH2:22][O:21]4)[C:11]([F:17])=[CH:12][N:13]=2)[N:8]=1)(=O)=O.[CH3:38][N:39]1CCCC1=O. (10) Given the product [CH3:10][C:9](/[N:17]=[CH:7]/[C:2]1[CH:3]=[CH:4][CH:5]=[CH:6][N:1]=1)([CH2:12][C:13]([CH3:16])([CH3:15])[CH3:14])[CH3:11], predict the reactants needed to synthesize it. The reactants are: [N:1]1[CH:6]=[CH:5][CH:4]=[CH:3][C:2]=1[CH:7]=O.[C:9]([NH2:17])([CH2:12][C:13]([CH3:16])([CH3:15])[CH3:14])([CH3:11])[CH3:10].O.